This data is from Peptide-MHC class II binding affinity with 134,281 pairs from IEDB. The task is: Regression. Given a peptide amino acid sequence and an MHC pseudo amino acid sequence, predict their binding affinity value. This is MHC class II binding data. (1) The peptide sequence is TKFLTNKLLLFADIN. The MHC is DRB1_1101 with pseudo-sequence DRB1_1101. The binding affinity (normalized) is 0.669. (2) The peptide sequence is KIPTHRHIVGKPCPK. The MHC is DRB1_0404 with pseudo-sequence DRB1_0404. The binding affinity (normalized) is 0.0676. (3) The peptide sequence is EEWEPLTKKGNVWEV. The MHC is HLA-DQA10104-DQB10503 with pseudo-sequence HLA-DQA10104-DQB10503. The binding affinity (normalized) is 0.101. (4) The peptide sequence is ASSDITAQLSQLISL. The MHC is HLA-DQA10201-DQB10202 with pseudo-sequence HLA-DQA10201-DQB10202. The binding affinity (normalized) is 0.262. (5) The peptide sequence is SQDLELSWNLNYLQAY. The MHC is DRB1_1302 with pseudo-sequence DRB1_1302. The binding affinity (normalized) is 0.705. (6) The peptide sequence is INEPTAAAIAYGLDH. The MHC is HLA-DQA10401-DQB10402 with pseudo-sequence HLA-DQA10401-DQB10402. The binding affinity (normalized) is 0.433.